Dataset: NCI-60 drug combinations with 297,098 pairs across 59 cell lines. Task: Regression. Given two drug SMILES strings and cell line genomic features, predict the synergy score measuring deviation from expected non-interaction effect. (1) Drug 2: C1=CC=C(C=C1)NC(=O)CCCCCCC(=O)NO. Cell line: MALME-3M. Drug 1: C1=NC2=C(N=C(N=C2N1C3C(C(C(O3)CO)O)O)F)N. Synergy scores: CSS=19.9, Synergy_ZIP=-7.70, Synergy_Bliss=-8.14, Synergy_Loewe=-4.44, Synergy_HSA=-3.30. (2) Drug 2: C1=CC=C(C(=C1)C(C2=CC=C(C=C2)Cl)C(Cl)Cl)Cl. Synergy scores: CSS=1.90, Synergy_ZIP=-1.20, Synergy_Bliss=0.409, Synergy_Loewe=0.560, Synergy_HSA=0.865. Drug 1: C1CC(=O)NC(=O)C1N2CC3=C(C2=O)C=CC=C3N. Cell line: HOP-92. (3) Drug 1: CN(C)N=NC1=C(NC=N1)C(=O)N. Drug 2: CN1C(=O)N2C=NC(=C2N=N1)C(=O)N. Cell line: MCF7. Synergy scores: CSS=-1.88, Synergy_ZIP=4.50, Synergy_Bliss=4.79, Synergy_Loewe=-1.56, Synergy_HSA=-0.794.